This data is from Catalyst prediction with 721,799 reactions and 888 catalyst types from USPTO. The task is: Predict which catalyst facilitates the given reaction. (1) Reactant: [O:1]=[C:2]1[NH:8][CH2:7][CH2:6][CH2:5][N:4]2[C:9]3[N:15]=[C:14]([C:16]([OH:18])=O)[CH:13]=[CH:12][C:10]=3[CH:11]=[C:3]12.C1CN([P+](ON2N=NC3C=CC=CC2=3)(N2CCCC2)N2CCCC2)CC1.F[P-](F)(F)(F)(F)F.[NH2:52][C:53]1[CH:54]=[N:55][C:56]2[C:61]([CH:62]=1)=[CH:60][CH:59]=[CH:58][CH:57]=2.C(N(CC)CC)C. Product: [O:1]=[C:2]1[NH:8][CH2:7][CH2:6][CH2:5][N:4]2[C:9]3[N:15]=[C:14]([C:16]([NH:52][C:53]4[CH:54]=[N:55][C:56]5[C:61]([CH:62]=4)=[CH:60][CH:59]=[CH:58][CH:57]=5)=[O:18])[CH:13]=[CH:12][C:10]=3[CH:11]=[C:3]12. The catalyst class is: 3. (2) Product: [Cl:46][C:42]1[CH:41]=[C:40]([C:37]2[CH:36]=[CH:35][C:34]([CH2:33][N:23]([CH2:22][C@@H:21]([OH:47])[C:20]([OH:48])=[O:19])[NH:24][C:25]([C:27]3[O:31][N:30]=[C:29]([O:32][CH2:3][O:2][C:1]([O:5][CH:6]([CH3:8])[CH3:7])=[O:9])[CH:28]=3)=[O:26])=[CH:39][CH:38]=2)[CH:45]=[CH:44][CH:43]=1. Reactant: [C:1](=[O:9])([O:5][CH:6]([CH3:8])[CH3:7])[O:2][CH2:3]Cl.[Na+].[I-].CC(C)=O.O=C(C1C=CC=CC=1)C[O:19][C:20](=[O:48])[C@H:21]([OH:47])[CH2:22][N:23]([CH2:33][C:34]1[CH:39]=[CH:38][C:37]([C:40]2[CH:45]=[CH:44][CH:43]=[C:42]([Cl:46])[CH:41]=2)=[CH:36][CH:35]=1)[NH:24][C:25]([C:27]1[O:31][N:30]=[C:29]([OH:32])[CH:28]=1)=[O:26].C(=O)([O-])[O-].[Cs+].[Cs+].CCN(C(C)C)C(C)C.CC(O)=O. The catalyst class is: 401.